From a dataset of Catalyst prediction with 721,799 reactions and 888 catalyst types from USPTO. Predict which catalyst facilitates the given reaction. Reactant: [C:1](Cl)(=[O:10])[CH:2]=[CH:3][C:4]1[CH:9]=[CH:8][CH:7]=[CH:6][CH:5]=1.N1C=CC=CC=1.[F:18][C:19]1[CH:25]=[C:24]([F:26])[CH:23]=[CH:22][C:20]=1[NH2:21].C([O-])(O)=O.[Na+]. Product: [F:18][C:19]1[CH:25]=[C:24]([F:26])[CH:23]=[CH:22][C:20]=1[NH:21][C:1](=[O:10])[CH:2]=[CH:3][C:4]1[CH:9]=[CH:8][CH:7]=[CH:6][CH:5]=1. The catalyst class is: 2.